Task: Regression. Given two drug SMILES strings and cell line genomic features, predict the synergy score measuring deviation from expected non-interaction effect.. Dataset: NCI-60 drug combinations with 297,098 pairs across 59 cell lines (1) Drug 1: CCN(CC)CCNC(=O)C1=C(NC(=C1C)C=C2C3=C(C=CC(=C3)F)NC2=O)C. Drug 2: N.N.Cl[Pt+2]Cl. Cell line: RPMI-8226. Synergy scores: CSS=47.5, Synergy_ZIP=0.190, Synergy_Bliss=0.878, Synergy_Loewe=0.118, Synergy_HSA=2.07. (2) Drug 1: C1C(C(OC1N2C=NC3=C(N=C(N=C32)Cl)N)CO)O. Drug 2: CC1=C(C=C(C=C1)NC(=O)C2=CC=C(C=C2)CN3CCN(CC3)C)NC4=NC=CC(=N4)C5=CN=CC=C5. Cell line: TK-10. Synergy scores: CSS=14.8, Synergy_ZIP=-4.53, Synergy_Bliss=0.0528, Synergy_Loewe=-9.17, Synergy_HSA=-0.614. (3) Drug 1: C1CN1P(=S)(N2CC2)N3CC3. Drug 2: CC1=C(C=C(C=C1)C(=O)NC2=CC(=CC(=C2)C(F)(F)F)N3C=C(N=C3)C)NC4=NC=CC(=N4)C5=CN=CC=C5. Cell line: M14. Synergy scores: CSS=2.89, Synergy_ZIP=0.265, Synergy_Bliss=2.17, Synergy_Loewe=0.253, Synergy_HSA=0.696. (4) Drug 1: CC(C)NC(=O)C1=CC=C(C=C1)CNNC.Cl. Drug 2: C1C(C(OC1N2C=NC(=NC2=O)N)CO)O. Cell line: 786-0. Synergy scores: CSS=0.630, Synergy_ZIP=-0.214, Synergy_Bliss=-0.302, Synergy_Loewe=-3.89, Synergy_HSA=-2.59. (5) Drug 2: CCCCC(=O)OCC(=O)C1(CC(C2=C(C1)C(=C3C(=C2O)C(=O)C4=C(C3=O)C=CC=C4OC)O)OC5CC(C(C(O5)C)O)NC(=O)C(F)(F)F)O. Drug 1: CC1C(C(CC(O1)OC2CC(CC3=C2C(=C4C(=C3O)C(=O)C5=C(C4=O)C(=CC=C5)OC)O)(C(=O)CO)O)N)O.Cl. Synergy scores: CSS=73.5, Synergy_ZIP=1.18, Synergy_Bliss=3.07, Synergy_Loewe=2.86, Synergy_HSA=6.06. Cell line: A498.